This data is from Reaction yield outcomes from USPTO patents with 853,638 reactions. The task is: Predict the reaction yield, written as a fraction of the theoretical maximum amount of product (1.0 means a 100% yield; for example, 0.34 means a 34% yield). (1) The reactants are [NH2:1][C:2]1[N:6]([C:7]2[CH:12]=[CH:11][CH:10]=[CH:9][CH:8]=2)[N:5]=[C:4]([O:13][CH2:14][C@@H:15]2[CH2:18][CH2:17][N:16]2[C:19]([O:21][C:22]([CH3:25])([CH3:24])[CH3:23])=[O:20])[C:3]=1[CH3:26].C1(C2C=CC([CH2:36][O:37]C)=CC=2CN)CC1.[CH3:41][O:42][CH2:43][C:44]1[CH:45]=[CH:46][C:47]([O:52][C:53]([F:56])([F:55])[F:54])=[C:48]([CH2:50][NH2:51])[CH:49]=1. No catalyst specified. The product is [CH3:41][O:42][CH2:43][C:44]1[CH:45]=[CH:46][C:47]([O:52][C:53]([F:54])([F:55])[F:56])=[C:48]([CH:49]=1)[CH2:50][NH:51][C:36](=[O:37])[NH:1][C:2]1[N:6]([C:7]2[CH:12]=[CH:11][CH:10]=[CH:9][CH:8]=2)[N:5]=[C:4]([O:13][CH2:14][C@@H:15]2[CH2:18][CH2:17][N:16]2[C:19]([O:21][C:22]([CH3:23])([CH3:25])[CH3:24])=[O:20])[C:3]=1[CH3:26]. The yield is 0.640. (2) The reactants are [CH3:1][N:2]1[C:8](=[O:9])[CH2:7][C:6]2[CH:10]=[CH:11][CH:12]=[CH:13][C:5]=2[CH:4]=[N:3]1.C[Si]([N-][Si](C)(C)C)(C)C.[K+].C1(C)C=CC=CC=1.C(C1C=C(C(C)C)C=C(C(C)C)C=1S([N:49]=[N+:50]=[N-:51])(=O)=O)(C)C.C(O)(=O)C. The catalyst is O1CCCC1.CCOC(C)=O. The product is [N:49]([CH:7]1[C:6]2[CH:10]=[CH:11][CH:12]=[CH:13][C:5]=2[CH:4]=[N:3][N:2]([CH3:1])[C:8]1=[O:9])=[N+:50]=[N-:51]. The yield is 0.750. (3) The reactants are [CH:1]([C:7]1[C:8]([C:12]2[CH2:13][N:14](C)[CH2:15][CH2:16][CH:17]=2)=[N:9][O:10][CH:11]=1)=[CH:2][CH2:3][CH2:4][CH2:5][CH3:6].[CH:19](/B(O)O)=[CH:20]\CCCCCC.[O-]P([O-])([O-])=O.[K+].[K+].[K+].COC1C=CC=C(OC)C=1C1C=CC=CC=1P(C1CCCCC1)C1CCCCC1. The catalyst is C(OCC)(=O)C.CC([O-])=O.CC([O-])=O.[Pd+2].C1COCC1. The product is [CH:1]([C:7]1[C:8]([C:12]2[CH:13]=[N:14][CH:15]=[CH:16][CH:17]=2)=[N:9][O:10][CH:11]=1)=[CH:2][CH2:3][CH2:4][CH2:5][CH2:6][CH2:19][CH3:20]. The yield is 0.340. (4) The reactants are [C:1]1([N:7]2[C:11]([NH2:12])=[CH:10][C:9]([C:13]3[CH:18]=[CH:17][CH:16]=[CH:15][CH:14]=3)=[N:8]2)[CH:6]=[CH:5][CH:4]=[CH:3][CH:2]=1.CCN(C(C)C)C(C)C.[C:28](N1C=CN=C1)(N1C=CN=C1)=[O:29].Cl.Cl.[CH3:42][O:43][CH2:44][CH2:45][N:46]1[CH2:50][C@@H:49]([C:51]2[CH:56]=[CH:55][CH:54]=[CH:53][CH:52]=2)[C@H:48]([NH2:57])[CH2:47]1. The catalyst is C(Cl)(Cl)Cl. The product is [C:1]1([N:7]2[C:11]([NH:12][C:28]([NH:57][C@H:48]3[C@H:49]([C:51]4[CH:56]=[CH:55][CH:54]=[CH:53][CH:52]=4)[CH2:50][N:46]([CH2:45][CH2:44][O:43][CH3:42])[CH2:47]3)=[O:29])=[CH:10][C:9]([C:13]3[CH:18]=[CH:17][CH:16]=[CH:15][CH:14]=3)=[N:8]2)[CH:2]=[CH:3][CH:4]=[CH:5][CH:6]=1. The yield is 0.170. (5) The reactants are Cl[C:2]1[CH:29]=[C:28]([S:30]([N:33]([CH3:35])[CH3:34])(=[O:32])=[O:31])[CH:27]=[CH:26][C:3]=1[O:4][C:5]1[CH:6]=[C:7]([CH:17]=[C:18]([O:20][C@@H:21]([CH3:25])[CH2:22][O:23][CH3:24])[CH:19]=1)[C:8]([NH:10][C:11]1[CH:15]=[CH:14][N:13]([CH3:16])[N:12]=1)=[O:9].C(N(CC)CC)C. The catalyst is CO.C1COCC1.[Pd]. The product is [CH3:35][N:33]([CH3:34])[S:30]([C:28]1[CH:29]=[CH:2][C:3]([O:4][C:5]2[CH:6]=[C:7]([CH:17]=[C:18]([O:20][C@@H:21]([CH3:25])[CH2:22][O:23][CH3:24])[CH:19]=2)[C:8]([NH:10][C:11]2[CH:15]=[CH:14][N:13]([CH3:16])[N:12]=2)=[O:9])=[CH:26][CH:27]=1)(=[O:31])=[O:32]. The yield is 0.320.